This data is from Forward reaction prediction with 1.9M reactions from USPTO patents (1976-2016). The task is: Predict the product of the given reaction. (1) The product is: [F:1][C:2]1[CH:3]=[C:4]([C:28]2[C:29](=[O:42])[N:30]([CH3:41])[C:31]([NH:34][C:35]3[CH:36]=[CH:37][CH:38]=[CH:39][CH:40]=3)=[N:32][CH:33]=2)[CH:5]=[CH:6][C:7]=1[O:8][C:9]1[CH:14]=[CH:13][N:12]=[C:11]2[NH:15][N:16]=[C:17]([CH3:18])[C:10]=12. Given the reactants [F:1][C:2]1[CH:3]=[C:4]([C:28]2[C:29](=[O:42])[N:30]([CH3:41])[C:31]([NH:34][C:35]3[CH:40]=[CH:39][CH:38]=[CH:37][CH:36]=3)=[N:32][CH:33]=2)[CH:5]=[CH:6][C:7]=1[O:8][C:9]1[CH:14]=[CH:13][N:12]=[C:11]2[N:15](CC3C=CC(OC)=CC=3)[N:16]=[C:17]([CH3:18])[C:10]=12, predict the reaction product. (2) Given the reactants [C:1]1([C@@H:7]2[CH2:12][O:11][CH2:10][CH2:9][N:8]2[C:13]([O:15][C:16]([CH3:19])([CH3:18])[CH3:17])=[O:14])[CH:6]=[CH:5][CH:4]=[CH:3][CH:2]=1.FC(F)(F)C(O[I:25](C1C=CC=CC=1)OC(=O)C(F)(F)F)=O.II.IC1C=CC=CC=1, predict the reaction product. The product is: [I:25][C:4]1[CH:3]=[CH:2][C:1]([C@@H:7]2[CH2:12][O:11][CH2:10][CH2:9][N:8]2[C:13]([O:15][C:16]([CH3:19])([CH3:18])[CH3:17])=[O:14])=[CH:6][CH:5]=1. (3) Given the reactants Cl[C:2]1[N:3]=[C:4]([N:20]2[CH2:25][CH2:24][O:23][CH2:22][CH2:21]2)[C:5]2[S:10][C:9]([NH:11][C:12](=[O:19])[C:13]3[CH:18]=[CH:17][CH:16]=[CH:15][CH:14]=3)=[CH:8][C:6]=2[N:7]=1.CC1(C)C(C)(C)OB([C:34]2[CH:42]=[CH:41][CH:40]=[C:39]3[C:35]=2[CH:36]=[N:37][NH:38]3)O1, predict the reaction product. The product is: [NH:38]1[C:39]2[C:35](=[C:34]([C:2]3[N:3]=[C:4]([N:20]4[CH2:25][CH2:24][O:23][CH2:22][CH2:21]4)[C:5]4[S:10][C:9]([NH:11][C:12](=[O:19])[C:13]5[CH:18]=[CH:17][CH:16]=[CH:15][CH:14]=5)=[CH:8][C:6]=4[N:7]=3)[CH:42]=[CH:41][CH:40]=2)[CH:36]=[N:37]1. (4) Given the reactants [C:1]([C:3]1[CH:4]=[C:5]([C:9]2[CH:10]=[C:11]([CH:16]=[C:17]([CH2:19][NH:20][CH2:21][CH:22]3[CH2:27][CH2:26][NH:25][CH2:24][CH2:23]3)[CH:18]=2)[C:12]([O:14][CH3:15])=[O:13])[CH:6]=[CH:7][CH:8]=1)#[N:2].Cl.[NH2:29][OH:30].C(N(CC)CC)C, predict the reaction product. The product is: [NH2:2][C:1](=[N:29][OH:30])[C:3]1[CH:4]=[C:5]([C:9]2[CH:10]=[C:11]([CH:16]=[C:17]([CH2:19][NH:20][CH2:21][CH:22]3[CH2:27][CH2:26][NH:25][CH2:24][CH2:23]3)[CH:18]=2)[C:12]([O:14][CH3:15])=[O:13])[CH:6]=[CH:7][CH:8]=1. (5) Given the reactants [F:1][C:2]1[CH:7]=[CH:6][CH:5]=[C:4]([F:8])[C:3]=1[N:9]1[C:14]2[N:15]=[C:16](S(C)=O)[N:17]=[C:18]([C:19]3[CH:20]=[C:21]([NH:26][C:27]([C:29]4[CH:33]=[CH:32][S:31][CH:30]=4)=[O:28])[CH:22]=[CH:23][C:24]=3[CH3:25])[C:13]=2[CH2:12][NH:11][C:10]1=[O:37].[NH2:38][CH:39]1[CH2:44][CH2:43][NH:42][CH2:41][CH2:40]1, predict the reaction product. The product is: [NH4+:9].[OH-:28].[NH2:38][CH:39]1[CH2:44][CH2:43][N:42]([C:16]2[N:17]=[C:18]([C:19]3[CH:20]=[C:21]([NH:26][C:27]([C:29]4[CH:33]=[CH:32][S:31][CH:30]=4)=[O:28])[CH:22]=[CH:23][C:24]=3[CH3:25])[C:13]3[CH2:12][NH:11][C:10](=[O:37])[N:9]([C:3]4[C:2]([F:1])=[CH:7][CH:6]=[CH:5][C:4]=4[F:8])[C:14]=3[N:15]=2)[CH2:41][CH2:40]1. (6) Given the reactants COC1C=CC(C[N:8]2[CH2:13][CH2:12][N:11]([CH2:14][C:15]3[N:20]=[CH:19][C:18]([NH:21][C:22]([C:24]4[CH:25]=[CH:26][C:27]([C:34]5[C:39]([Cl:40])=[C:38]([O:41][CH3:42])[CH:37]=[C:36]([O:43][CH3:44])[C:35]=5[Cl:45])=[C:28]5[C:33]=4[N:32]=[CH:31][CH:30]=[CH:29]5)=[O:23])=[CH:17][CH:16]=3)[CH2:10][CH2:9]2)=CC=1, predict the reaction product. The product is: [N:11]1([CH2:14][C:15]2[N:20]=[CH:19][C:18]([NH:21][C:22]([C:24]3[CH:25]=[CH:26][C:27]([C:34]4[C:39]([Cl:40])=[C:38]([O:41][CH3:42])[CH:37]=[C:36]([O:43][CH3:44])[C:35]=4[Cl:45])=[C:28]4[C:33]=3[N:32]=[CH:31][CH:30]=[CH:29]4)=[O:23])=[CH:17][CH:16]=2)[CH2:12][CH2:13][NH:8][CH2:9][CH2:10]1.